Dataset: Reaction yield outcomes from USPTO patents with 853,638 reactions. Task: Predict the reaction yield, written as a fraction of the theoretical maximum amount of product (1.0 means a 100% yield; for example, 0.34 means a 34% yield). (1) The reactants are C([O:8][CH2:9][CH2:10][CH2:11][O:12][C:13]1[CH:14]=[CH:15][C:16]([F:32])=[C:17]2[C:22]=1[NH:21][CH:20]=[C:19]([C:23]1[CH:28]=[CH:27][C:26]([O:29][CH3:30])=[CH:25][CH:24]=1)[C:18]2=[O:31])C1C=CC=CC=1. The catalyst is [C].[Pd].C(O)C. The product is [F:32][C:16]1[CH:15]=[CH:14][C:13]([O:12][CH2:11][CH2:10][CH2:9][OH:8])=[C:22]2[C:17]=1[C:18](=[O:31])[C:19]([C:23]1[CH:24]=[CH:25][C:26]([O:29][CH3:30])=[CH:27][CH:28]=1)=[CH:20][NH:21]2. The yield is 0.530. (2) The reactants are C[O:2][C:3]([C@@H:5]1[CH2:9][CH2:8][CH2:7][N:6]1[C:10]1[C:19]([N+:20]([O-])=O)=[CH:18][C:13]([C:14]([O:16][CH3:17])=[O:15])=[CH:12][N:11]=1)=O.P(OC1C=CC=CC=1)(OC1C=CC=CC=1)OC1C=CC=CC=1. The catalyst is ClCCl.[NH4+].[O-][V](=O)=O.[Pt]. The product is [O:2]=[C:3]1[NH:20][C:19]2[CH:18]=[C:13]([C:14]([O:16][CH3:17])=[O:15])[CH:12]=[N:11][C:10]=2[N:6]2[CH2:7][CH2:8][CH2:9][C@@H:5]12. The yield is 0.800. (3) The reactants are [CH3:1][O:2][C:3]1[CH:4]=[C:5]([N:9]2[C@H:16]3[C@H:11]([CH2:12][CH2:13][NH:14][CH2:15]3)[CH2:10]2)[CH:6]=[N:7][CH:8]=1.[C:17]([OH:24])(=[O:23])/[CH:18]=[CH:19]/[C:20]([OH:22])=[O:21]. No catalyst specified. The product is [C:17]([OH:24])(=[O:23])/[CH:18]=[CH:19]/[C:20]([OH:22])=[O:21].[CH3:1][O:2][C:3]1[CH:4]=[C:5]([N:9]2[C@H:16]3[C@H:11]([CH2:12][CH2:13][NH:14][CH2:15]3)[CH2:10]2)[CH:6]=[N:7][CH:8]=1. The yield is 0.490. (4) The yield is 0.930. The catalyst is CN(C1C=CN=CC=1)C.C(Cl)Cl. The product is [C:27]([O:26][C:24]([N:19]([CH2:18][C:17]1[CH:16]=[CH:15][C:8]([C:9]([O:11][CH2:12][CH:13]=[CH2:14])=[O:10])=[CH:7][C:6]=1[O:5][CH2:4][CH:1]1[CH2:3][CH2:2]1)[S:20]([CH3:23])(=[O:22])=[O:21])=[O:25])([CH3:30])([CH3:29])[CH3:28]. The reactants are [CH:1]1([CH2:4][O:5][C:6]2[CH:7]=[C:8]([CH:15]=[CH:16][C:17]=2[CH2:18][NH:19][S:20]([CH3:23])(=[O:22])=[O:21])[C:9]([O:11][CH2:12][CH:13]=[CH2:14])=[O:10])[CH2:3][CH2:2]1.[C:24](O[C:24]([O:26][C:27]([CH3:30])([CH3:29])[CH3:28])=[O:25])([O:26][C:27]([CH3:30])([CH3:29])[CH3:28])=[O:25]. (5) The reactants are Br[C:2]1[CH:3]=[C:4]2[C:10]([C:11]([C:13]3[CH:18]=[CH:17][CH:16]=[CH:15][CH:14]=3)=[O:12])=[CH:9][NH:8][C:5]2=[N:6][CH:7]=1.[OH:19][C:20]1[CH:21]=[C:22](B(O)O)[CH:23]=[CH:24][CH:25]=1.C(#N)C.C(=O)([O-])[O-].[Na+].[Na+]. The catalyst is O.CN(C=O)C.Cl[Pd-2](Cl)(P(C1C=CC=CC=1)(C1C=CC=CC=1)C1C=CC=CC=1)P(C1C=CC=CC=1)(C1C=CC=CC=1)C1C=CC=CC=1. The product is [OH:19][C:20]1[CH:25]=[C:24]([C:2]2[CH:3]=[C:4]3[C:10]([C:11]([C:13]4[CH:18]=[CH:17][CH:16]=[CH:15][CH:14]=4)=[O:12])=[CH:9][NH:8][C:5]3=[N:6][CH:7]=2)[CH:23]=[CH:22][CH:21]=1. The yield is 0.710. (6) The reactants are [N+:1]([C:4]1[CH:12]=[CH:11][C:10]([O:13][CH2:14][CH2:15][CH3:16])=[CH:9][C:5]=1[C:6](O)=[O:7])([O-:3])=[O:2].C[N:18](C=O)C. The catalyst is O=S(Cl)Cl. The product is [N+:1]([C:4]1[CH:12]=[CH:11][C:10]([O:13][CH2:14][CH2:15][CH3:16])=[CH:9][C:5]=1[C:6]([NH2:18])=[O:7])([O-:3])=[O:2]. The yield is 0.852. (7) The reactants are CC(C)([O-])C.[Cl:6][C:7]1[CH:12]=[C:11]([Cl:13])[CH:10]=[CH:9][C:8]=1[C:14](=[O:21])[CH2:15][C:16]1[NH:17][CH:18]=[CH:19][N:20]=1.[C:22]1([C:28](=[CH2:33])[C:29]([O:31][CH3:32])=[S:30])[CH:27]=[CH:26][CH:25]=[CH:24][CH:23]=1.CO. The catalyst is C(O)(C)(C)C.ClCCl. The product is [Cl:6][C:7]1[CH:12]=[C:11]([Cl:13])[CH:10]=[CH:9][C:8]=1[C:14](=[O:21])[CH:15]([C:16]1[NH:20][CH:19]=[CH:18][N:17]=1)[CH2:33][CH:28]([C:22]1[CH:27]=[CH:26][CH:25]=[CH:24][CH:23]=1)[C:29]([O:31][CH3:32])=[S:30]. The yield is 0.710. (8) The reactants are C[O:2][C:3]([C:5]1[S:6][C:7]([C:22]2[CH:27]=[CH:26][CH:25]=[CH:24][CH:23]=2)=[CH:8][C:9]=1[N:10]([CH:19]([CH3:21])[CH3:20])[C:11]([CH:13]1[CH2:17][CH:16]=[C:15]([CH3:18])[CH2:14]1)=[O:12])=[O:4].O[Li].O. No catalyst specified. The product is [CH:19]([N:10]([C:11]([CH:13]1[CH2:17][CH:16]=[C:15]([CH3:18])[CH2:14]1)=[O:12])[C:9]1[CH:8]=[C:7]([C:22]2[CH:27]=[CH:26][CH:25]=[CH:24][CH:23]=2)[S:6][C:5]=1[C:3]([OH:4])=[O:2])([CH3:21])[CH3:20]. The yield is 0.625.